Binary Classification. Given a drug SMILES string, predict its activity (active/inactive) in a high-throughput screening assay against a specified biological target. From a dataset of Orexin1 receptor HTS with 218,158 compounds and 233 confirmed actives. (1) The drug is O=C(C1NN=C(C1c1ccc(cc1)C)C(OCC)=O)c1ccc(cc1)C. The result is 0 (inactive). (2) The compound is S(CCC(NC(=O)c1c(c([N+]([O-])=O)ccc1)C)c1[nH]c2c(n1)cccc2)C. The result is 0 (inactive). (3) The drug is S(CC(=O)Nc1cccnc1)c1ccccc1. The result is 0 (inactive). (4) The drug is O=C(N1CC(Nc2cc(c(cc2)C)C)CCC1)c1c2c(n(c1)C)cccc2. The result is 1 (active).